Dataset: Forward reaction prediction with 1.9M reactions from USPTO patents (1976-2016). Task: Predict the product of the given reaction. (1) Given the reactants C(OC(=O)[NH:7][C:8]1([C:13](=[O:25])[NH:14][CH:15]2[CH:22]3[CH2:23][CH:18]4[CH2:19][CH:20]([CH2:24][CH:16]2[CH2:17]4)[CH2:21]3)[CH2:12][CH2:11][CH2:10][CH2:9]1)(C)(C)C.C(O)(C(F)(F)F)=O, predict the reaction product. The product is: [CH:16]12[CH2:17][CH:18]3[CH2:19][CH:20]([CH2:21][CH:22]([CH2:23]3)[CH:15]1[NH:14][C:13]([C:8]1([NH2:7])[CH2:12][CH2:11][CH2:10][CH2:9]1)=[O:25])[CH2:24]2. (2) Given the reactants Br[C:2]1[CH:3]=[C:4]([N:23]([CH2:30][CH3:31])[CH:24]2[CH2:29][CH2:28][O:27][CH2:26][CH2:25]2)[C:5]([CH3:22])=[C:6]([CH:21]=1)[C:7]([NH:9][CH2:10][C:11]1[C:12](=[O:20])[NH:13][C:14]([CH3:19])=[CH:15][C:16]=1[CH2:17][OH:18])=[O:8].CC1(C)C(C)(C)OB([C:40]2[CH:52]=[CH:51][C:43]([CH2:44][N:45]3[CH2:50][CH2:49][O:48][CH2:47][CH2:46]3)=[CH:42][CH:41]=2)O1.C([O-])([O-])=O.[Na+].[Na+], predict the reaction product. The product is: [CH2:30]([N:23]([CH:24]1[CH2:29][CH2:28][O:27][CH2:26][CH2:25]1)[C:4]1[C:5]([CH3:22])=[C:6]([C:7]([NH:9][CH2:10][C:11]2[C:12](=[O:20])[NH:13][C:14]([CH3:19])=[CH:15][C:16]=2[CH2:17][OH:18])=[O:8])[CH:21]=[C:2]([C:40]2[CH:41]=[CH:42][C:43]([CH2:44][N:45]3[CH2:50][CH2:49][O:48][CH2:47][CH2:46]3)=[CH:51][CH:52]=2)[CH:3]=1)[CH3:31]. (3) Given the reactants [H-].[Na+].[NH:3]1[C:11]2[C:6](=[CH:7][C:8]([C:12]([O:14][CH2:15][C:16]3[CH:21]=[CH:20][CH:19]=[CH:18][CH:17]=3)=[O:13])=[CH:9][CH:10]=2)[CH:5]=[CH:4]1.[CH3:22][C:23]([CH3:28])([CH3:27])[C:24](Cl)=[O:25].O, predict the reaction product. The product is: [CH3:22][C:23]([CH3:28])([CH3:27])[C:24]([N:3]1[C:11]2[C:6](=[CH:7][C:8]([C:12]([O:14][CH2:15][C:16]3[CH:17]=[CH:18][CH:19]=[CH:20][CH:21]=3)=[O:13])=[CH:9][CH:10]=2)[CH:5]=[CH:4]1)=[O:25]. (4) Given the reactants [CH:1]1([C:4]2[C:5]([O:13][CH:14]3[CH2:19][CH2:18][O:17][CH2:16][CH2:15]3)=[CH:6][C:7]([C:10]([OH:12])=O)=[N:8][CH:9]=2)[CH2:3][CH2:2]1.S(Cl)(Cl)=O.[C:24]([NH:30][NH2:31])(=[O:29])[C:25]([CH3:28])([CH3:27])[CH3:26].C(N(CC)CC)C.C([O-])(O)=O.[Na+], predict the reaction product. The product is: [CH:1]1([C:4]2[C:5]([O:13][CH:14]3[CH2:19][CH2:18][O:17][CH2:16][CH2:15]3)=[CH:6][C:7]([C:10]([NH:31][NH:30][C:24](=[O:29])[C:25]([CH3:28])([CH3:27])[CH3:26])=[O:12])=[N:8][CH:9]=2)[CH2:2][CH2:3]1. (5) Given the reactants [CH3:1][C:2]1([CH3:13])[CH:11]=[CH:10][C:9]2[C:4](=[CH:5][CH:6]=[C:7]([CH3:12])[CH:8]=2)[NH:3]1.ClC1C=C(C=CC=1)C(OO)=[O:19], predict the reaction product. The product is: [CH3:1][C:2]1([CH3:13])[CH:11]=[CH:10][C:9]2[C:4](=[CH:5][CH:6]=[C:7]([CH3:12])[CH:8]=2)[NH+:3]1[O-:19]. (6) The product is: [Cl:1][C:2]1[CH:16]=[CH:15][C:5]([O:6][CH2:7][CH2:8][N:17]2[CH2:26][CH2:25][CH2:16][CH2:2][CH2:3]2)=[CH:4][C:3]=1[NH2:17]. Given the reactants [Cl:1][C:2]1[CH:16]=[CH:15][C:5]([O:6][CH2:7][CH2:8]C2CCNCC2)=[CH:4][C:3]=1[N+:17]([O-])=O.O.O.[Sn](Cl)Cl.[CH3:25][CH2:26]O, predict the reaction product.